This data is from Peptide-MHC class II binding affinity with 134,281 pairs from IEDB. The task is: Regression. Given a peptide amino acid sequence and an MHC pseudo amino acid sequence, predict their binding affinity value. This is MHC class II binding data. (1) The peptide sequence is IMLLILCTSQILLMR. The binding affinity (normalized) is 0.236. The MHC is DRB1_0301 with pseudo-sequence DRB1_0301. (2) The peptide sequence is LLQGILQIDDTAADV. The MHC is DRB3_0202 with pseudo-sequence DRB3_0202. The binding affinity (normalized) is 0.140.